From a dataset of HIV replication inhibition screening data with 41,000+ compounds from the AIDS Antiviral Screen. Binary Classification. Given a drug SMILES string, predict its activity (active/inactive) in a high-throughput screening assay against a specified biological target. The drug is CCCC(Cl)=NOC(=O)Nc1ccc(OC(F)(F)F)cc1. The result is 0 (inactive).